Task: Predict the reaction yield, written as a fraction of the theoretical maximum amount of product (1.0 means a 100% yield; for example, 0.34 means a 34% yield).. Dataset: Reaction yield outcomes from USPTO patents with 853,638 reactions The reactants are [NH2:1][C:2]1[C:7]([C:8]#[N:9])=[C:6]([C:10]2[CH:14]=[CH:13][S:12][CH:11]=2)[N:5]=[C:4]([C:15]([OH:17])=O)[CH:3]=1.[N:18]1[CH:23]=[CH:22][CH:21]=[C:20]([CH2:24][NH2:25])[CH:19]=1.F[B-](F)(F)F.N1(OC(N(C)C)=[N+](C)C)C2C=CC=CC=2N=N1.C(N(CC)C(C)C)(C)C. The catalyst is CN(C)C=O.C(#N)C. The product is [NH2:1][C:2]1[C:7]([C:8]#[N:9])=[C:6]([C:10]2[CH:14]=[CH:13][S:12][CH:11]=2)[N:5]=[C:4]([C:15]([NH:25][CH2:24][C:20]2[CH:19]=[N:18][CH:23]=[CH:22][CH:21]=2)=[O:17])[CH:3]=1. The yield is 0.480.